Dataset: Reaction yield outcomes from USPTO patents with 853,638 reactions. Task: Predict the reaction yield, written as a fraction of the theoretical maximum amount of product (1.0 means a 100% yield; for example, 0.34 means a 34% yield). (1) The reactants are [CH3:1][N:2]1[CH2:15][CH2:14][C:5]2[NH:6][C:7]3[CH:8]=[CH:9][C:10]([CH3:13])=[CH:11][C:12]=3[C:4]=2[CH2:3]1.[OH-].[K+].[CH3:18][C:19]1[N:24]=[CH:23][C:22]([CH:25]=[CH2:26])=[CH:21][N:20]=1. The catalyst is CN1CCCC1=O.O. The product is [CH3:1][N:2]1[CH2:15][CH2:14][C:5]2[N:6]([CH2:26][CH2:25][C:22]3[CH:21]=[N:20][C:19]([CH3:18])=[N:24][CH:23]=3)[C:7]3[CH:8]=[CH:9][C:10]([CH3:13])=[CH:11][C:12]=3[C:4]=2[CH2:3]1. The yield is 0.160. (2) The reactants are [CH:1]([N:4]1[C:8]([C:9]2[N:10]=[C:11]3[C:17]4[CH:18]=[CH:19][C:20]([C:22]5[N:26]([CH2:27][CH2:28][O:29]C6CCCCO6)[C:25]([CH3:36])=[N:24][CH:23]=5)=[CH:21][C:16]=4[O:15][CH2:14][CH2:13][N:12]3[CH:37]=2)=[N:7][CH:6]=[N:5]1)([CH3:3])[CH3:2].[CH:38]([N:41]1[C:45]([C:46]2[N:47]=[C:48]3[C:54]4[CH:55]=[CH:56][C:57]([C:59]5[N:60]=[C:61]([CH3:73])[N:62]([CH2:64][CH2:65][O:66]C6CCCCO6)[CH:63]=5)=[CH:58][C:53]=4[O:52][CH2:51][CH2:50][N:49]3[CH:74]=2)=[N:44][CH:43]=[N:42]1)([CH3:40])[CH3:39].Cl. The catalyst is CO. The product is [CH:38]([N:41]1[C:45]([C:46]2[N:47]=[C:48]3[C:54]4[CH:55]=[CH:56][C:57]([C:59]5[N:60]=[C:61]([CH3:73])[N:62]([CH2:64][CH2:65][OH:66])[CH:63]=5)=[CH:58][C:53]=4[O:52][CH2:51][CH2:50][N:49]3[CH:74]=2)=[N:44][CH:43]=[N:42]1)([CH3:40])[CH3:39].[CH:1]([N:4]1[C:8]([C:9]2[N:10]=[C:11]3[C:17]4[CH:18]=[CH:19][C:20]([C:22]5[N:26]([CH2:27][CH2:28][OH:29])[C:25]([CH3:36])=[N:24][CH:23]=5)=[CH:21][C:16]=4[O:15][CH2:14][CH2:13][N:12]3[CH:37]=2)=[N:7][CH:6]=[N:5]1)([CH3:3])[CH3:2]. The yield is 0.720. (3) The reactants are [F:1][C:2]1[CH:24]=[C:23]([O:25][C:26]([F:29])([F:28])[F:27])[CH:22]=[CH:21][C:3]=1[CH2:4][NH:5][C:6]1[C:7]([NH2:20])=[CH:8][CH:9]=[C:10]([O:12][CH2:13][C:14]2[CH:18]=[CH:17][N:16]([CH3:19])[N:15]=2)[CH:11]=1.S([O-])([O-])=O.[Na+].[Na+].[C:36](=[O:39])(O)[O-:37].[Na+]. The catalyst is C(O)C.O. The product is [F:1][C:2]1[CH:24]=[C:23]([O:25][C:26]([F:27])([F:29])[F:28])[CH:22]=[CH:21][C:3]=1[CH2:4][N:5]1[C:6]2[CH:11]=[C:10]([O:12][CH2:13][C:14]3[CH:18]=[CH:17][N:16]([CH3:19])[N:15]=3)[CH:9]=[CH:8][C:7]=2[N:20]=[C:4]1[C@H:3]1[CH2:21][CH2:22][CH2:23][CH2:24][C@H:2]1[C:36]([OH:37])=[O:39]. The yield is 0.602. (4) The reactants are [NH2:1][C:2]1[CH:3]=[C:4]([C:13]([O:15][CH3:16])=[O:14])[CH:5]=[C:6]2[C:10]=1[NH:9][CH:8]=[C:7]2[CH2:11][CH3:12].N1C=CC=CC=1.Cl[CH2:24][CH2:25][S:26](Cl)(=[O:28])=[O:27]. The catalyst is C(Cl)Cl.CN(C1C=CN=CC=1)C.CCOC(C)=O. The product is [CH:25]([S:26]([NH:1][C:2]1[CH:3]=[C:4]([C:13]([O:15][CH3:16])=[O:14])[CH:5]=[C:6]2[C:10]=1[NH:9][CH:8]=[C:7]2[CH2:11][CH3:12])(=[O:28])=[O:27])=[CH2:24]. The yield is 0.980. (5) The reactants are [CH:1]([C:4]1[CH:9]=[CH:8][C:7]([CH:10]2[C:14]3[C:15]([CH3:32])=[C:16]([NH:21][CH2:22][CH2:23][C:24]4[CH:29]=[CH:28][C:27]([O:30][CH3:31])=[CH:26][CH:25]=4)[C:17]([CH3:20])=[C:18]([CH3:19])[C:13]=3[O:12][C:11]2([CH3:34])[CH3:33])=[CH:6][CH:5]=1)([CH3:3])[CH3:2].[C:35](Cl)(=[O:37])[CH3:36].C(=O)([O-])O.[Na+]. The catalyst is CCCCCC.C(OCC)(=O)C. The product is [CH:1]([C:4]1[CH:5]=[CH:6][C:7]([CH:10]2[C:14]3[C:15]([CH3:32])=[C:16]([N:21]([CH2:22][CH2:23][C:24]4[CH:25]=[CH:26][C:27]([O:30][CH3:31])=[CH:28][CH:29]=4)[C:35](=[O:37])[CH3:36])[C:17]([CH3:20])=[C:18]([CH3:19])[C:13]=3[O:12][C:11]2([CH3:34])[CH3:33])=[CH:8][CH:9]=1)([CH3:3])[CH3:2]. The yield is 0.460. (6) The reactants are [Cl:1][C:2]1[CH:25]=[CH:24][C:5]([C:6]([NH:8][NH:9][C:10]2[CH:15]=[CH:14][C:13]([C:16]3[CH:21]=[CH:20][C:19]([O:22][CH3:23])=[CH:18][CH:17]=3)=[CH:12][N:11]=2)=O)=[C:4]([O:26][CH3:27])[CH:3]=1.O=P(Cl)(Cl)Cl. No catalyst specified. The product is [Cl:1][C:2]1[CH:25]=[CH:24][C:5]([C:6]2[N:11]3[CH:12]=[C:13]([C:16]4[CH:21]=[CH:20][C:19]([O:22][CH3:23])=[CH:18][CH:17]=4)[CH:14]=[CH:15][C:10]3=[N:9][N:8]=2)=[C:4]([O:26][CH3:27])[CH:3]=1. The yield is 0.750. (7) The product is [C:27]1([N:26]([C:33]2[CH:38]=[CH:37][CH:36]=[CH:35][CH:34]=2)[C:25]2[CH:39]=[CH:40][C:22]([N:7]([C:1]3[CH:2]=[CH:3][CH:4]=[CH:5][CH:6]=3)[C:8]3[CH:9]=[CH:10][C:11]([NH:14][C:15]4[CH:20]=[CH:19][CH:18]=[CH:17][CH:16]=4)=[CH:12][CH:13]=3)=[CH:23][CH:24]=2)[CH:32]=[CH:31][CH:30]=[CH:29][CH:28]=1. The yield is 0.480. The catalyst is C1(C)C=CC=CC=1.C([O-])(=O)C.[Pd+2].C([O-])(=O)C.C1(P(C2C=CC=CC=2)C2C=CC=CC=2)C=CC=CC=1. The reactants are [C:1]1([NH:7][C:8]2[CH:13]=[CH:12][C:11]([NH:14][C:15]3[CH:20]=[CH:19][CH:18]=[CH:17][CH:16]=3)=[CH:10][CH:9]=2)[CH:6]=[CH:5][CH:4]=[CH:3][CH:2]=1.Br[C:22]1[CH:40]=[CH:39][C:25]([N:26]([C:33]2[CH:38]=[CH:37][CH:36]=[CH:35][CH:34]=2)[C:27]2[CH:32]=[CH:31][CH:30]=[CH:29][CH:28]=2)=[CH:24][CH:23]=1.CC(C)([O-])C.[Na+]. (8) The reactants are [NH2:1][C:2]1[C:6]2[C:7]([Br:13])=[C:8]([O:11][CH3:12])[CH:9]=[CH:10][C:5]=2[O:4][C:3]=1[C:14](=[O:25])[CH:15]=[CH:16][C:17]1[N:18]=[C:19]([CH:22]([CH3:24])[CH3:23])[S:20][CH:21]=1.CC(O)=O.OP(O)(O)=O. The catalyst is O. The product is [Br:13][C:7]1[C:6]2[C:2]3[NH:1][CH:16]([C:17]4[N:18]=[C:19]([CH:22]([CH3:23])[CH3:24])[S:20][CH:21]=4)[CH2:15][C:14](=[O:25])[C:3]=3[O:4][C:5]=2[CH:10]=[CH:9][C:8]=1[O:11][CH3:12]. The yield is 0.714. (9) The reactants are [H-].[Na+].[CH3:3][N:4]1[C:9](=[O:10])[CH2:8][C:7]2[CH:11]=[C:12]([CH3:14])[S:13][C:6]=2[S:5]1(=[O:16])=[O:15].[H][H].[C:19]1([N:25]=[C:26]=[O:27])[CH:24]=[CH:23][CH:22]=[CH:21][CH:20]=1. The catalyst is O1CCCC1. The product is [CH3:3][N:4]1[C:9](=[O:10])[CH:8]([C:26]([NH:25][C:19]2[CH:24]=[CH:23][CH:22]=[CH:21][CH:20]=2)=[O:27])[C:7]2[CH:11]=[C:12]([CH3:14])[S:13][C:6]=2[S:5]1(=[O:16])=[O:15]. The yield is 0.600. (10) The reactants are [F:1][C:2]1[CH:7]=[CH:6][CH:5]=[C:4]([C:8]#[C:9][Si](C)(C)C)[C:3]=1[CH2:14][C:15]([O:17]CC)=[O:16].[OH-].[Na+]. The catalyst is CO. The product is [C:8]([C:4]1[CH:5]=[CH:6][CH:7]=[C:2]([F:1])[C:3]=1[CH2:14][C:15]([OH:17])=[O:16])#[CH:9]. The yield is 0.940.